Dataset: Rat liver microsome stability data. Task: Regression/Classification. Given a drug SMILES string, predict its absorption, distribution, metabolism, or excretion properties. Task type varies by dataset: regression for continuous measurements (e.g., permeability, clearance, half-life) or binary classification for categorical outcomes (e.g., BBB penetration, CYP inhibition). Dataset: rlm. (1) The molecule is CCC(=O)NCCCc1cc(OC)ccc1OCc1cccc(OC)c1. The result is 1 (stable in rat liver microsomes). (2) The molecule is Cc1cc(C)nc(NC(=S)N2CCN(Cc3ccc(C(F)(F)F)cc3)CC2)c1. The result is 0 (unstable in rat liver microsomes). (3) The compound is CCn1c(SCc2ccc(C#N)cc2)nnc1-c1cccc(Cl)c1. The result is 1 (stable in rat liver microsomes). (4) The result is 0 (unstable in rat liver microsomes). The drug is C(#Cc1[nH]nc2ccccc12)c1ccncc1. (5) The result is 0 (unstable in rat liver microsomes). The compound is Cc1ccnc(NC(=S)N2CCN(c3cc(C(F)(F)F)cc(C(F)(F)F)c3)CC2)c1. (6) The molecule is Cn1cnc2c(F)c(Nc3ccc(Br)cc3Cl)c(C(=O)NOCCO)cc21. The result is 0 (unstable in rat liver microsomes).